Dataset: Catalyst prediction with 721,799 reactions and 888 catalyst types from USPTO. Task: Predict which catalyst facilitates the given reaction. (1) Reactant: [C:1]([O:5][C:6](=[O:19])[CH2:7][CH:8]([OH:18])[CH2:9][O:10][CH2:11][C:12]1[CH:17]=[CH:16][CH:15]=[CH:14][CH:13]=1)([CH3:4])([CH3:3])[CH3:2].N1C(C)=CC=CC=1C.[Si:28](OS(C(F)(F)F)(=O)=O)([C:31]([CH3:34])([CH3:33])[CH3:32])([CH3:30])[CH3:29]. Product: [CH2:11]([O:10][CH2:9][CH:8]([O:18][Si:28]([C:31]([CH3:34])([CH3:33])[CH3:32])([CH3:30])[CH3:29])[CH2:7][C:6]([O:5][C:1]([CH3:4])([CH3:2])[CH3:3])=[O:19])[C:12]1[CH:13]=[CH:14][CH:15]=[CH:16][CH:17]=1. The catalyst class is: 91. (2) Reactant: [C:1](Cl)(=[O:7])[CH2:2][CH2:3][CH2:4][CH2:5][CH3:6].[SH:9][C:10]1[CH:15]=[CH:14][CH:13]=[CH:12][N:11]=1.[OH-].[Na+]. Product: [C:1](=[O:7])([S:9][C:10]1[CH:15]=[CH:14][CH:13]=[CH:12][N:11]=1)[CH2:2][CH2:3][CH2:4][CH2:5][CH3:6]. The catalyst class is: 2. (3) Reactant: [CH3:1][O:2][C:3](=[O:18])[C:4]1[CH:9]=[C:8]([C:10]2[CH:15]=[CH:14][C:13]([CH3:16])=[CH:12][N:11]=2)[CH:7]=[C:6]([NH2:17])[CH:5]=1.[N-:19]=[N+:20]=[N-:21].[Na+].[CH:23](OCC)(OCC)OCC. Product: [CH3:1][O:2][C:3](=[O:18])[C:4]1[CH:5]=[C:6]([N:17]2[CH:23]=[N:21][N:20]=[N:19]2)[CH:7]=[C:8]([C:10]2[CH:15]=[CH:14][C:13]([CH3:16])=[CH:12][N:11]=2)[CH:9]=1. The catalyst class is: 52. (4) Reactant: [C:1]([CH2:3][C:4]1[CH:5]=[CH:6][C:7]([O:39][CH3:40])=[C:8]([N:10]2[C:19]3[C:14](=[CH:15][C:16]([S:20]([N:23]([C:33]4[CH:37]=[CH:36][O:35][N:34]=4)CC4C=CC(OC)=CC=4)(=[O:22])=[O:21])=[CH:17][CH:18]=3)[CH:13]=[CH:12][C:11]2=[O:38])[CH:9]=1)#[N:2].C(O)(C(F)(F)F)=O. Product: [C:1]([CH2:3][C:4]1[CH:5]=[CH:6][C:7]([O:39][CH3:40])=[C:8]([N:10]2[C:19]3[C:14](=[CH:15][C:16]([S:20]([NH:23][C:33]4[CH:37]=[CH:36][O:35][N:34]=4)(=[O:21])=[O:22])=[CH:17][CH:18]=3)[CH:13]=[CH:12][C:11]2=[O:38])[CH:9]=1)#[N:2]. The catalyst class is: 2. (5) Reactant: [NH2:1][C:2]1[CH:7]=[CH:6][C:5]([CH2:8][CH:9]([F:15])[C:10]([O:12][CH2:13][CH3:14])=[O:11])=[CH:4][CH:3]=1.[CH2:16]([O:18][CH2:19][CH2:20][O:21][C:22]1[CH:27]=[C:26]([CH3:28])[C:25]([C:29]2[CH:34]=[CH:33][CH:32]=[C:31]([CH:35]=O)[CH:30]=2)=[C:24]([CH3:37])[CH:23]=1)[CH3:17]. Product: [CH2:16]([O:18][CH2:19][CH2:20][O:21][C:22]1[CH:27]=[C:26]([CH3:28])[C:25]([C:29]2[CH:34]=[CH:33][CH:32]=[C:31]([CH2:35][NH:1][C:2]3[CH:3]=[CH:4][C:5]([CH2:8][CH:9]([F:15])[C:10]([O:12][CH2:13][CH3:14])=[O:11])=[CH:6][CH:7]=3)[CH:30]=2)=[C:24]([CH3:37])[CH:23]=1)[CH3:17]. The catalyst class is: 11. (6) Reactant: [N+:1]([C:4]1[CH:9]=[C:8]([C:10]([F:13])([F:12])[F:11])[CH:7]=[CH:6][C:5]=1[N:14]1[CH:18]=[CH:17][CH:16]=[N:15]1)([O-])=O. Product: [N:14]1([C:5]2[CH:6]=[CH:7][C:8]([C:10]([F:11])([F:12])[F:13])=[CH:9][C:4]=2[NH2:1])[CH:18]=[CH:17][CH:16]=[N:15]1. The catalyst class is: 14.